This data is from Full USPTO retrosynthesis dataset with 1.9M reactions from patents (1976-2016). The task is: Predict the reactants needed to synthesize the given product. (1) The reactants are: [CH3:1][NH:2][NH:3][C:4]([C:6]1[S:7][C:8]([Br:11])=[CH:9][CH:10]=1)=[NH:5].[CH:12](O)=O. Given the product [Br:11][C:8]1[S:7][C:6]([C:4]2[N:5]=[CH:1][N:2]([CH3:12])[N:3]=2)=[CH:10][CH:9]=1, predict the reactants needed to synthesize it. (2) Given the product [NH2:32][C:2]1[C:11]2[C:6](=[CH:7][CH:8]=[CH:9][N:10]=2)[N:5]=[CH:4][CH:3]=1.[CH2:33]([NH2:32])[CH2:34][CH3:35], predict the reactants needed to synthesize it. The reactants are: O[C:2]1[C:11]2[C:6](=[CH:7][CH:8]=[CH:9][N:10]=2)[N:5]=[CH:4][CH:3]=1.CS(Cl)(=O)=O.FC(F)(F)S(OS(C(F)(F)F)(=O)=O)(=O)=O.[N:32]1C2C(=CC=CC=2)[CH:35]=[CH:34][CH:33]=1. (3) Given the product [NH2:8][CH2:9][CH2:10][CH2:11][C@H:12]([NH:16][C:17]([C:19]1[S:20][C:21]([CH:24]([C:25]2[CH:30]=[CH:29][CH:28]=[CH:27][CH:26]=2)[C:31]2[CH:32]=[CH:33][CH:34]=[CH:35][CH:36]=2)=[CH:22][CH:23]=1)=[O:18])[C:13]([OH:15])=[O:14].[C:37]([OH:43])([C:39]([F:42])([F:41])[F:40])=[O:38], predict the reactants needed to synthesize it. The reactants are: C(OC([NH:8][CH2:9][CH2:10][CH2:11][C@H:12]([NH:16][C:17]([C:19]1[S:20][C:21]([CH:24]([C:31]2[CH:36]=[CH:35][CH:34]=[CH:33][CH:32]=2)[C:25]2[CH:30]=[CH:29][CH:28]=[CH:27][CH:26]=2)=[CH:22][CH:23]=1)=[O:18])[C:13]([OH:15])=[O:14])=O)(C)(C)C.[C:37]([OH:43])([C:39]([F:42])([F:41])[F:40])=[O:38]. (4) Given the product [CH2:1]([O:3][C:4]([C:6]1[N:7]=[C:8]2[C:13]([C:14]([F:17])([F:15])[F:16])=[CH:12][C:11]([Br:18])=[CH:10][N:9]2[C:19]=1[Cl:20])=[O:5])[CH3:2], predict the reactants needed to synthesize it. The reactants are: [CH2:1]([O:3][C:4]([C:6]1[N:7]=[C:8]2[C:13]([C:14]([F:17])([F:16])[F:15])=[CH:12][C:11]([Br:18])=[CH:10][N:9]2[CH:19]=1)=[O:5])[CH3:2].[Cl:20]N1C(=O)CCC1=O.